The task is: Binary Classification. Given a drug SMILES string, predict its activity (active/inactive) in a high-throughput screening assay against a specified biological target.. This data is from M1 muscarinic receptor antagonist screen with 61,756 compounds. The result is 0 (inactive). The molecule is O1C2(OCC1)CCN(CC2)c1n2nc(cc2nc2c1CCCC2)c1cc(ccc1)C.